This data is from Forward reaction prediction with 1.9M reactions from USPTO patents (1976-2016). The task is: Predict the product of the given reaction. (1) Given the reactants Br[C:2]1[CH:7]=[CH:6][CH:5]=[CH:4][N:3]=1.[CH2:8]([N:12]1[N:16]=[C:15]2[CH:17]=[CH:18][C:19]([F:21])=[CH:20][C:14]2=[N:13]1)[CH2:9][C:10]#[CH:11], predict the reaction product. The product is: [F:21][C:19]1[CH:18]=[CH:17][C:15]2=[N:16][N:12]([CH2:8][CH2:9][C:10]#[C:11][C:2]3[CH:7]=[CH:6][CH:5]=[CH:4][N:3]=3)[N:13]=[C:14]2[CH:20]=1. (2) Given the reactants [Li]CCCC.[Br-].[Cl:7][C:8]1[CH:9]=[C:10]([CH:31]=[CH:32][CH:33]=1)[CH2:11][P+](C1C=CC=CC=1)(C1C=CC=CC=1)C1C=CC=CC=1.[CH:34]([CH:36]1[N:41]2[CH2:42][CH2:43][N:44]([C:46]([O:48][C:49]([CH3:52])([CH3:51])[CH3:50])=[O:47])[CH2:45][C@@H:40]2[CH2:39][CH2:38][CH2:37]1)=O, predict the reaction product. The product is: [Cl:7][C:8]1[CH:9]=[C:10](/[CH:11]=[CH:34]/[CH:36]2[N:41]3[CH2:42][CH2:43][N:44]([C:46]([O:48][C:49]([CH3:50])([CH3:52])[CH3:51])=[O:47])[CH2:45][C@@H:40]3[CH2:39][CH2:38][CH2:37]2)[CH:31]=[CH:32][CH:33]=1. (3) Given the reactants I[C:2]1[CH:7]=[CH:6][CH:5]=[C:4]([N+:8]([O-:10])=[O:9])[C:3]=1[O:11][CH3:12].[NH2:13][C:14]1[N:19]=[CH:18][C:17]([C:20]#[CH:21])=[CH:16][N:15]=1.C(Cl)Cl, predict the reaction product. The product is: [CH3:12][O:11][C:3]1[C:2]([C:21]#[C:20][C:17]2[CH:16]=[N:15][C:14]([NH2:13])=[N:19][CH:18]=2)=[CH:7][CH:6]=[CH:5][C:4]=1[N+:8]([O-:10])=[O:9]. (4) Given the reactants [Si]([O:18][C:19]1[CH:24]=[CH:23][C:22]([CH:25]([NH:27][C:28]2[N:33]=[C:32]([C:34]3[N:38]4[CH:39]=[CH:40][CH:41]=[C:42]([CH:43]([F:45])[F:44])[C:37]4=[N:36][CH:35]=3)[C:31]([C:46]#[N:47])=[CH:30][N:29]=2)[CH3:26])=[CH:21][CH:20]=1)(C(C)(C)C)(C1C=CC=CC=1)C1C=CC=CC=1.[F-].C([N+](CCCC)(CCCC)CCCC)CCC, predict the reaction product. The product is: [F:45][CH:43]([F:44])[C:42]1[C:37]2[N:38]([C:34]([C:32]3[C:31]([C:46]#[N:47])=[CH:30][N:29]=[C:28]([NH:27][CH:25]([C:22]4[CH:21]=[CH:20][C:19]([OH:18])=[CH:24][CH:23]=4)[CH3:26])[N:33]=3)=[CH:35][N:36]=2)[CH:39]=[CH:40][CH:41]=1. (5) Given the reactants [CH3:1][C:2]1([CH3:15])[O:11][C:10]2[C:5](=[CH:6][C:7]([C:12]#[N:13])=[CH:8][CH:9]=2)[CH:4]2[O:14][CH:3]12.[Cl:16][C:17]1[CH:18]=[CH:19][C:20]2[S:24][C:23]([NH2:25])=[N:22][C:21]=2[CH:26]=1, predict the reaction product. The product is: [Cl:16][C:17]1[CH:18]=[CH:19][C:20]2[S:24][C:23]([NH:25][CH:4]3[C:5]4[C:10](=[CH:9][CH:8]=[C:7]([C:12]#[N:13])[CH:6]=4)[O:11][C:2]([CH3:15])([CH3:1])[CH:3]3[OH:14])=[N:22][C:21]=2[CH:26]=1. (6) Given the reactants [CH:1]([O:4][C:5]1[CH:10]=[CH:9][C:8]([N+:11]([O-])=O)=[CH:7][C:6]=1[N:14]([CH:16]([CH3:18])[CH3:17])[CH3:15])([CH3:3])[CH3:2], predict the reaction product. The product is: [CH:1]([O:4][C:5]1[C:6]([N:14]([CH:16]([CH3:18])[CH3:17])[CH3:15])=[CH:7][C:8]([NH2:11])=[CH:9][CH:10]=1)([CH3:3])[CH3:2]. (7) Given the reactants [F:1][C:2]1[C:3]([C:9]#[N:10])=[N:4][CH:5]=[C:6]([F:8])[CH:7]=1.[NH4+]=[S:12], predict the reaction product. The product is: [F:1][C:2]1[C:3]([C:9](=[S:12])[NH2:10])=[N:4][CH:5]=[C:6]([F:8])[CH:7]=1. (8) Given the reactants [OH:1][C:2]1[C:10]2[C:5](=[N:6][C:7]([CH:11]([CH3:13])[CH3:12])=[CH:8][CH:9]=2)[S:4][C:3]=1[C:14]([O:16]C)=O.[NH2:18][C:19]1[CH:20]=[CH:21][C:22]([O:27][CH2:28][C:29]([CH3:32])([CH3:31])[CH3:30])=[C:23]([CH:26]=1)[C:24]#[N:25].Cl, predict the reaction product. The product is: [C:24]([C:23]1[CH:26]=[C:19]([NH:18][C:14]([C:3]2[S:4][C:5]3=[N:6][C:7]([CH:11]([CH3:12])[CH3:13])=[CH:8][CH:9]=[C:10]3[C:2]=2[OH:1])=[O:16])[CH:20]=[CH:21][C:22]=1[O:27][CH2:28][C:29]([CH3:31])([CH3:30])[CH3:32])#[N:25]. (9) Given the reactants [OH:1][C:2]([CH3:35])([CH3:34])[CH2:3][C@@:4]1([C:28]2[CH:33]=[CH:32][CH:31]=[CH:30][CH:29]=2)[O:9][C:8](=[O:10])[N:7]([C@H:11]([C:13]2[CH:18]=[CH:17][C:16](B3OC(C)(C)C(C)(C)O3)=[CH:15][CH:14]=2)[CH3:12])[CH2:6][CH2:5]1.[CH3:36][N:37]([CH3:50])[C:38]([C:40]1([C:43]2[CH:48]=[CH:47][C:46](Br)=[CH:45][N:44]=2)[CH2:42][CH2:41]1)=[O:39], predict the reaction product. The product is: [CH3:36][N:37]([CH3:50])[C:38]([C:40]1([C:43]2[CH:48]=[CH:47][C:46]([C:16]3[CH:15]=[CH:14][C:13]([C@@H:11]([N:7]4[CH2:6][CH2:5][C@:4]([CH2:3][C:2]([OH:1])([CH3:34])[CH3:35])([C:28]5[CH:33]=[CH:32][CH:31]=[CH:30][CH:29]=5)[O:9][C:8]4=[O:10])[CH3:12])=[CH:18][CH:17]=3)=[CH:45][N:44]=2)[CH2:42][CH2:41]1)=[O:39].